Dataset: NCI-60 drug combinations with 297,098 pairs across 59 cell lines. Task: Regression. Given two drug SMILES strings and cell line genomic features, predict the synergy score measuring deviation from expected non-interaction effect. Drug 2: C1=NC2=C(N1)C(=S)N=CN2. Drug 1: CC1=C(C(CCC1)(C)C)C=CC(=CC=CC(=CC(=O)O)C)C. Cell line: K-562. Synergy scores: CSS=27.6, Synergy_ZIP=2.20, Synergy_Bliss=2.40, Synergy_Loewe=-38.2, Synergy_HSA=-0.254.